This data is from Full USPTO retrosynthesis dataset with 1.9M reactions from patents (1976-2016). The task is: Predict the reactants needed to synthesize the given product. (1) Given the product [Cl:1][C:2]1[CH:7]=[CH:6][C:5]([CH:8]([C:9]2[CH:14]=[CH:13][C:12]([Cl:15])=[CH:11][CH:10]=2)[C:16]2([NH:34][C@@H:35]([CH:42]([CH3:43])[CH3:44])[C:36]([NH:38][O:39][CH2:40][CH3:41])=[O:37])[C:49]3[C:48](=[CH:7][CH:2]=[CH:3][CH:4]=3)[N:47]=[CH:50][NH:28]2)=[CH:4][CH:3]=1, predict the reactants needed to synthesize it. The reactants are: [Cl:1][C:2]1[CH:7]=[CH:6][C:5]([CH:8]([CH:16]([N:28]2CCNCC2)C2(Cl)C3C(=CC=CC=3)N=CN2)[C:9]2[CH:14]=[CH:13][C:12]([Cl:15])=[CH:11][CH:10]=2)=[CH:4][CH:3]=1.[NH2:34][C@@H:35]([CH:42]([CH3:44])[CH3:43])[C:36]([NH:38][O:39][CH2:40][CH3:41])=[O:37].C([N:47]([CH2:50]C)[CH2:48][CH3:49])C. (2) Given the product [F:22][C:19]1[CH:18]=[CH:17][C:16]([C:6]2[C:7]3[C:12](=[CH:11][CH:10]=[C:9]([C:13]([NH:31][CH2:30][CH2:29][C:28]4[N:24]([CH3:23])[CH:25]=[N:26][CH:27]=4)=[O:14])[CH:8]=3)[NH:4][N:5]=2)=[CH:21][CH:20]=1, predict the reactants needed to synthesize it. The reactants are: C([N:4]1[C:12]2[C:7](=[CH:8][C:9]([C:13](Cl)=[O:14])=[CH:10][CH:11]=2)[C:6]([C:16]2[CH:21]=[CH:20][C:19]([F:22])=[CH:18][CH:17]=2)=[N:5]1)(=O)C.[CH3:23][N:24]1[C:28]([CH2:29][CH2:30][NH2:31])=[CH:27][N:26]=[CH:25]1. (3) Given the product [CH2:20]([N:19]([CH2:13][CH2:14][CH2:15][CH2:16][CH2:17][CH3:18])[C:1](=[O:12])/[CH:2]=[CH:3]/[CH2:4][CH2:5][CH2:6][CH2:7][CH2:8][CH2:9][CH3:10])[CH2:21][CH2:22][CH2:23][CH2:24][CH3:25], predict the reactants needed to synthesize it. The reactants are: [C:1]([OH:12])(=O)/[CH:2]=[CH:3]/[CH2:4][CH2:5][CH2:6][CH2:7][CH2:8][CH2:9][CH3:10].[CH2:13]([NH:19][CH2:20][CH2:21][CH2:22][CH2:23][CH2:24][CH3:25])[CH2:14][CH2:15][CH2:16][CH2:17][CH3:18].